This data is from Reaction yield outcomes from USPTO patents with 853,638 reactions. The task is: Predict the reaction yield, written as a fraction of the theoretical maximum amount of product (1.0 means a 100% yield; for example, 0.34 means a 34% yield). (1) The reactants are ClC1C=CC=C(Cl)C=1C(N[C@H](C(OC)=O)CC1C=CC(OCCC2C=CC=C(NC)N=2)=CC=1)=O.C(OC(N(C)C1N=C(CCOC2C=CC(C[C@@H](C(OC)=O)NC(=O)C3C(Cl)=CC=CC=3Cl)=CC=2)C=CC=1)=O)(C)(C)C.C(O[C:81]([N:83](C)[C:84]1[N:89]=[C:88]([CH:90]([CH2:116][CH3:117])[CH2:91][O:92][C:93]2[CH:115]=[CH:114][C:96]([CH2:97][C@@H:98]([C:110]([O:112][CH3:113])=[O:111])[NH:99][C:100](=[O:109])[C:101]3[C:106]([Cl:107])=[CH:105][CH:104]=[CH:103][C:102]=3[Cl:108])=[CH:95][CH:94]=2)[CH:87]=[CH:86][CH:85]=1)=O)(C)(C)C.C(O)(C(F)(F)F)=O. No catalyst specified. The product is [Cl:108][C:102]1[CH:103]=[CH:104][CH:105]=[C:106]([Cl:107])[C:101]=1[C:100]([NH:99][C@H:98]([C:110]([O:112][CH3:113])=[O:111])[CH2:97][C:96]1[CH:95]=[CH:94][C:93]([O:92][CH2:91][CH:90]([C:88]2[CH:87]=[CH:86][CH:85]=[C:84]([NH:83][CH3:81])[N:89]=2)[CH2:116][CH3:117])=[CH:115][CH:114]=1)=[O:109]. The yield is 0.900. (2) The reactants are [Al+3].[Cl-].[Cl-].[Cl-].[C:5](Cl)(=[O:7])[CH3:6].C[O:10][C:11]1[CH:16]=[CH:15][C:14]([C:17]2([C:20]([O:22][CH3:23])=[O:21])[CH2:19][CH2:18]2)=[CH:13][CH:12]=1. The catalyst is C(=S)=S. The product is [CH3:23][O:22][C:20]([C:17]1([C:14]2[CH:15]=[CH:16][C:11]([OH:10])=[C:12]([C:5](=[O:7])[CH3:6])[CH:13]=2)[CH2:19][CH2:18]1)=[O:21]. The yield is 0.810. (3) The reactants are Cl.[CH:2]([NH2:4])=[NH:3].C[O-].[Na+].CO.[C:10]([C:12]1[CH:17]=[CH:16][CH:15]=[CH:14][C:13]=1[C:18]1[CH:23]=[CH:22][C:21]([CH2:24][CH:25]([C:30](=O)[CH2:31][CH2:32][CH3:33])[C:26](OC)=[O:27])=[CH:20][CH:19]=1)#[N:11]. The catalyst is CO.O1CCOCC1. The product is [O:27]=[C:26]1[NH:4][CH:2]=[N:3][C:30]([CH2:31][CH2:32][CH3:33])=[C:25]1[CH2:24][C:21]1[CH:20]=[CH:19][C:18]([C:13]2[C:12]([C:10]#[N:11])=[CH:17][CH:16]=[CH:15][CH:14]=2)=[CH:23][CH:22]=1. The yield is 0.610.